Dataset: Catalyst prediction with 721,799 reactions and 888 catalyst types from USPTO. Task: Predict which catalyst facilitates the given reaction. (1) Reactant: Br[C:2]1[CH:13]=[N:12][C:5]2[NH:6][C:7](=[O:11])[CH2:8][CH2:9][NH:10][C:4]=2[CH:3]=1.[C:14]([O:18][C:19]([CH3:22])([CH3:21])[CH3:20])(=[O:17])[CH:15]=[CH2:16].C(N(C(C)C)C(C)C)C.C(C#N)C.P(C(C)(C)C)(C(C)(C)C)C(C)(C)C. Product: [O:11]=[C:7]1[NH:6][C:5]2[N:12]=[CH:13][C:2](/[CH:16]=[CH:15]/[C:14]([O:18][C:19]([CH3:22])([CH3:21])[CH3:20])=[O:17])=[CH:3][C:4]=2[NH:10][CH2:9][CH2:8]1. The catalyst class is: 533. (2) Reactant: [NH2:1][C:2]1[C:7]([C:8]#[N:9])=[C:6]([O:10][CH2:11][CH3:12])[N:5]=[C:4]([NH2:13])[CH:3]=1.[S:14]1[CH:18]=[CH:17][CH:16]=[C:15]1[CH2:19][C:20](Cl)=[O:21].O. Product: [NH2:1][C:2]1[C:7]([C:8]#[N:9])=[C:6]([O:10][CH2:11][CH3:12])[N:5]=[C:4]([NH:13][C:20](=[O:21])[CH2:19][C:15]2[S:14][CH:18]=[CH:17][CH:16]=2)[CH:3]=1. The catalyst class is: 17.